Dataset: Reaction yield outcomes from USPTO patents with 853,638 reactions. Task: Predict the reaction yield, written as a fraction of the theoretical maximum amount of product (1.0 means a 100% yield; for example, 0.34 means a 34% yield). The yield is 0.670. The reactants are [CH3:1][O:2][C:3]1[CH:10]=[C:9](B2OC(C)(C)C(C)(C)O2)[CH:8]=[CH:7][C:4]=1[C:5]#[N:6].Br[C:21]1[CH:22]=[N:23][CH:24]=[CH:25][C:26]=1[CH:27]([OH:29])[CH3:28].C(Cl)Cl.C([O-])([O-])=O.[Na+].[Na+]. The product is [OH:29][CH:27]([C:26]1[CH:25]=[CH:24][N:23]=[CH:22][C:21]=1[C:9]1[CH:8]=[CH:7][C:4]([C:5]#[N:6])=[C:3]([O:2][CH3:1])[CH:10]=1)[CH3:28]. The catalyst is CN(C=O)C.C1C=CC(P(C2C=CC=CC=2)[C-]2C=CC=C2)=CC=1.C1C=CC(P(C2C=CC=CC=2)[C-]2C=CC=C2)=CC=1.Cl[Pd]Cl.[Fe+2].